From a dataset of Peptide-MHC class I binding affinity with 185,985 pairs from IEDB/IMGT. Regression. Given a peptide amino acid sequence and an MHC pseudo amino acid sequence, predict their binding affinity value. This is MHC class I binding data. The peptide sequence is KVADVDLAVPV. The MHC is HLA-B35:01 with pseudo-sequence HLA-B35:01. The binding affinity (normalized) is 0.0847.